Task: Predict the reaction yield, written as a fraction of the theoretical maximum amount of product (1.0 means a 100% yield; for example, 0.34 means a 34% yield).. Dataset: Reaction yield outcomes from USPTO patents with 853,638 reactions (1) The product is [CH3:1][N:2]1[CH:6]=[C:5]([C:7]2[CH:12]=[CH:11][C:10]([C:13]3[C:22]4[C:17](=[CH:18][CH:19]=[C:20]([N:23]5[C:25](=[O:24])[CH2:26][CH2:27][C:28]5=[O:29])[CH:21]=4)[CH:16]=[N:15][CH:14]=3)=[CH:9][CH:8]=2)[CH:4]=[N:3]1. The reactants are [CH3:1][N:2]1[CH:6]=[C:5]([C:7]2[CH:12]=[CH:11][C:10]([C:13]3[C:22]4[C:17](=[CH:18][CH:19]=[C:20]([NH2:23])[CH:21]=4)[CH:16]=[N:15][CH:14]=3)=[CH:9][CH:8]=2)[CH:4]=[N:3]1.[O:24]1[C:28](=[O:29])[CH2:27][CH2:26][C:25]1=O.C(N(CC)CC)C. The catalyst is C1(C)C(C)=CC=CC=1. The yield is 0.660. (2) The reactants are [Cl:1][C:2]1[CH:7]=[C:6]([N+:8]([O-])=O)[CH:5]=[CH:4][C:3]=1[N:11]1[CH:16]=[CH:15][C:14](=[O:17])[N:13]([CH3:18])[C:12]1=[O:19].[NH4+].[Cl-]. The catalyst is [Zn].C1COCC1. The product is [NH2:8][C:6]1[CH:5]=[CH:4][C:3]([N:11]2[CH:16]=[CH:15][C:14](=[O:17])[N:13]([CH3:18])[C:12]2=[O:19])=[C:2]([Cl:1])[CH:7]=1. The yield is 0.980. (3) The reactants are FC(F)(F)S(O[C:7]1[CH:8]=[N:9][N:10]([CH:14]2[CH2:19][CH2:18][CH2:17][CH2:16][O:15]2)[C:11](=[O:13])[CH:12]=1)(=O)=O.[F:22][C:23]([F:34])([F:33])[C:24]1[CH:29]=[CH:28][C:27](B(O)O)=[CH:26][CH:25]=1. No catalyst specified. The product is [O:15]1[CH2:16][CH2:17][CH2:18][CH2:19][CH:14]1[N:10]1[C:11](=[O:13])[CH:12]=[C:7]([C:27]2[CH:28]=[CH:29][C:24]([C:23]([F:34])([F:33])[F:22])=[CH:25][CH:26]=2)[CH:8]=[N:9]1. The yield is 0.200. (4) The reactants are [Cl:1][C:2]1[CH:3]=[C:4](Br)[C:5]2[N:6]([CH:8]=[CH:9][N:10]=2)[CH:7]=1.[CH3:12][N:13]1[CH2:18][CH2:17][N:16]([C:19]2[CH:20]=[CH:21][C:22]([NH2:25])=[N:23][CH:24]=2)[CH2:15][CH2:14]1.CC1(C)C2C(=C(P(C3C=CC=CC=3)C3C=CC=CC=3)C=CC=2)OC2C(P(C3C=CC=CC=3)C3C=CC=CC=3)=CC=CC1=2.C([O-])([O-])=O.[Cs+].[Cs+]. The catalyst is O1CCOCC1.C1C=CC(/C=C/C(/C=C/C2C=CC=CC=2)=O)=CC=1.C1C=CC(/C=C/C(/C=C/C2C=CC=CC=2)=O)=CC=1.C1C=CC(/C=C/C(/C=C/C2C=CC=CC=2)=O)=CC=1.[Pd].[Pd]. The product is [Cl:1][C:2]1[CH:3]=[C:4]([NH:25][C:22]2[CH:21]=[CH:20][C:19]([N:16]3[CH2:17][CH2:18][N:13]([CH3:12])[CH2:14][CH2:15]3)=[CH:24][N:23]=2)[C:5]2[N:6]([CH:8]=[CH:9][N:10]=2)[CH:7]=1. The yield is 0.440. (5) The reactants are [CH2:1]([O:3][C:4](=[O:22])[CH2:5][NH:6][CH2:7][CH2:8][NH:9][S:10]([C:13]1[S:14][C:15]2[CH:21]=[CH:20][CH:19]=[CH:18][C:16]=2[N:17]=1)(=[O:12])=[O:11])[CH3:2].[CH:23]([O:36][C:37]([NH:39][C:40]1[NH:41][C:42](=[O:53])[C:43]2[N:44]=[CH:45][N:46]([CH2:49][C:50](O)=[O:51])[C:47]=2[N:48]=1)=[O:38])([C:30]1[CH:35]=[CH:34][CH:33]=[CH:32][CH:31]=1)[C:24]1[CH:29]=[CH:28][CH:27]=[CH:26][CH:25]=1. No catalyst specified. The product is [CH2:1]([O:3][C:4](=[O:22])[CH2:5][N:6]([CH2:7][CH2:8][NH:9][S:10]([C:13]1[S:14][C:15]2[CH:21]=[CH:20][CH:19]=[CH:18][C:16]=2[N:17]=1)(=[O:12])=[O:11])[C:50](=[O:51])[CH2:49][N:46]1[CH:45]=[N:44][C:43]2[C:42](=[O:53])[NH:41][C:40]([NH:39][C:37]([O:36][CH:23]([C:30]3[CH:35]=[CH:34][CH:33]=[CH:32][CH:31]=3)[C:24]3[CH:29]=[CH:28][CH:27]=[CH:26][CH:25]=3)=[O:38])=[N:48][C:47]1=2)[CH3:2]. The yield is 0.700. (6) The yield is 0.0500. The catalyst is C1(C)C(C)=CC=CC=1. The product is [O:6]1[C:7]2[CH:12]=[CH:11][C:10]([C:13]3([C:16]([OH:18])=[O:17])[CH2:15][CH2:14]3)=[CH:9][C:8]=2[CH:4]=[CH:5]1. The reactants are C(O[CH:4](OCC)[CH2:5][O:6][C:7]1[CH:12]=[CH:11][C:10]([C:13]2([C:16]([OH:18])=[O:17])[CH2:15][CH2:14]2)=[CH:9][CH:8]=1)C. (7) The reactants are [F:1][CH:2]([F:21])[O:3][CH2:4][C@@H:5]1[CH2:9][N:8]([C:10]([O:12][C:13]([CH3:16])([CH3:15])[CH3:14])=[O:11])[C@H:7]([C:17]([O:19]C)=[O:18])[CH2:6]1.[Li+].[OH-].Cl. The catalyst is C1COCC1.CO. The product is [C:13]([O:12][C:10]([N:8]1[CH2:9][C@@H:5]([CH2:4][O:3][CH:2]([F:1])[F:21])[CH2:6][C@H:7]1[C:17]([OH:19])=[O:18])=[O:11])([CH3:16])([CH3:14])[CH3:15]. The yield is 0.990. (8) The reactants are [CH3:1][C:2]1[CH:3]=[C:4]([NH:9][S:10]([CH3:13])(=[O:12])=[O:11])[CH:5]=[C:6]([CH3:8])[CH:7]=1.[CH3:14][O:15]C(Cl)Cl. The catalyst is [Ti](Cl)(Cl)(Cl)Cl.C(Cl)Cl. The product is [CH:14]([C:7]1[C:2]([CH3:1])=[CH:3][C:4]([NH:9][S:10]([CH3:13])(=[O:12])=[O:11])=[CH:5][C:6]=1[CH3:8])=[O:15]. The yield is 0.400. (9) The reactants are C([N:8]1[CH2:12][CH2:11][C:10]([C:15]2[CH:20]=[CH:19][C:18]([F:21])=[C:17]([Cl:22])[CH:16]=2)([O:13][CH3:14])[CH2:9]1)C1C=CC=CC=1.ClC(OC(Cl)C)=O. The catalyst is ClCCCl. The product is [Cl:22][C:17]1[CH:16]=[C:15]([C:10]2([O:13][CH3:14])[CH2:11][CH2:12][NH:8][CH2:9]2)[CH:20]=[CH:19][C:18]=1[F:21]. The yield is 0.510.